Task: Predict the product of the given reaction.. Dataset: Forward reaction prediction with 1.9M reactions from USPTO patents (1976-2016) (1) The product is: [Br:1][C:2]1[CH:7]=[C:6]([F:8])[CH:5]=[CH:4][C:3]=1[CH:9]1[C:14]([C:15]([O:17][CH2:18][CH3:19])=[O:16])=[C:13]([CH2:20][Br:33])[NH:12][C:11]([C:21]2[N:25]=[CH:24][NH:23][N:22]=2)=[N:10]1. Given the reactants [Br:1][C:2]1[CH:7]=[C:6]([F:8])[CH:5]=[CH:4][C:3]=1[CH:9]1[C:14]([C:15]([O:17][CH2:18][CH3:19])=[O:16])=[C:13]([CH3:20])[NH:12][C:11]([C:21]2[N:25]=[CH:24][NH:23][N:22]=2)=[N:10]1.C1C(=O)N([Br:33])C(=O)C1, predict the reaction product. (2) Given the reactants FC1C=C(F)C=CC=1NC1C=CC(C(C2C=C(N3C=C(CCO)N=N3)C=CC=2C)=O)=C(C)C=1.Br[C:35]1[CH:40]=[CH:39][C:38]([C:41]([C:43]2[CH:48]=[C:47]([N:49]3[CH:53]=[C:52]([CH2:54][CH2:55][OH:56])[N:51]=[N:50]3)[CH:46]=[CH:45][C:44]=2[CH3:57])=[O:42])=[C:37]([Cl:58])[CH:36]=1.[F:59][C:60]1[CH:61]=[C:62]([NH2:67])[CH:63]=[C:64]([F:66])[CH:65]=1, predict the reaction product. The product is: [Cl:58][C:37]1[CH:36]=[C:35]([NH:67][C:62]2[CH:61]=[C:60]([F:59])[CH:65]=[C:64]([F:66])[CH:63]=2)[CH:40]=[CH:39][C:38]=1[C:41]([C:43]1[CH:48]=[C:47]([N:49]2[CH:53]=[C:52]([CH2:54][CH2:55][OH:56])[N:51]=[N:50]2)[CH:46]=[CH:45][C:44]=1[CH3:57])=[O:42]. (3) Given the reactants Cl.Cl.[CH3:3][C:4]1[C:16]([C:17]2[S:18][C:19]([C:28]3[N:32]=[CH:31][NH:30][N:29]=3)=[C:20]([C:22]3[CH:27]=[CH:26][CH:25]=[CH:24][CH:23]=3)[N:21]=2)=[C:7]2[CH:8]=[C:9]([O:12][CH2:13][CH2:14][NH2:15])[CH:10]=[CH:11][N:6]2[N:5]=1.[CH3:33][N:34]1[CH:38]=[C:37]([C:39](O)=[O:40])[N:36]=[CH:35]1.C1C=CC2N(O)N=NC=2C=1.CCN=C=NCCCN(C)C, predict the reaction product. The product is: [CH3:33][N:34]1[CH:38]=[C:37]([C:39]([NH:15][CH2:14][CH2:13][O:12][C:9]2[CH:10]=[CH:11][N:6]3[N:5]=[C:4]([CH3:3])[C:16]([C:17]4[S:18][C:19]([C:28]5[N:32]=[CH:31][NH:30][N:29]=5)=[C:20]([C:22]5[CH:27]=[CH:26][CH:25]=[CH:24][CH:23]=5)[N:21]=4)=[C:7]3[CH:8]=2)=[O:40])[N:36]=[CH:35]1. (4) Given the reactants Br[C:2]1[CH:3]=[C:4]2[C:9](=[CH:10][CH:11]=1)[C:8](=[O:12])[NH:7][C:6](=[O:13])[C:5]2=[CH:14][NH:15][C:16]1[CH:21]=[CH:20][C:19]([CH2:22][N:23]2[CH2:27][CH2:26][CH2:25][CH:24]2[CH2:28][OH:29])=[CH:18][CH:17]=1.C(Cl)(Cl)Cl.P(C(C)(C)C)(C(C)(C)C)C(C)(C)C.[Cl-].[S:48]1[CH:52]=[CH:51][CH:50]=[C:49]1[Zn+], predict the reaction product. The product is: [OH:29][CH2:28][CH:24]1[CH2:25][CH2:26][CH2:27][N:23]1[CH2:22][C:19]1[CH:20]=[CH:21][C:16]([NH:15][CH:14]=[C:5]2[C:4]3[C:9](=[CH:10][CH:11]=[C:2]([C:49]4[S:48][CH:52]=[CH:51][CH:50]=4)[CH:3]=3)[C:8](=[O:12])[NH:7][C:6]2=[O:13])=[CH:17][CH:18]=1. (5) Given the reactants [Br:1][C:2]1[CH:3]=[C:4]([C@H:8](O)[CH3:9])[CH:5]=[N:6][CH:7]=1.C1(P([N:25]=[N+:26]=[N-:27])(C2C=CC=CC=2)=O)C=CC=CC=1.N12CCCN=C1CCCCC2, predict the reaction product. The product is: [N:25]([C@H:8]([C:4]1[CH:5]=[N:6][CH:7]=[C:2]([Br:1])[CH:3]=1)[CH3:9])=[N+:26]=[N-:27].